Dataset: NCI-60 drug combinations with 297,098 pairs across 59 cell lines. Task: Regression. Given two drug SMILES strings and cell line genomic features, predict the synergy score measuring deviation from expected non-interaction effect. (1) Drug 1: CCCS(=O)(=O)NC1=C(C(=C(C=C1)F)C(=O)C2=CNC3=C2C=C(C=N3)C4=CC=C(C=C4)Cl)F. Drug 2: CCC1(CC2CC(C3=C(CCN(C2)C1)C4=CC=CC=C4N3)(C5=C(C=C6C(=C5)C78CCN9C7C(C=CC9)(C(C(C8N6C)(C(=O)OC)O)OC(=O)C)CC)OC)C(=O)OC)O.OS(=O)(=O)O. Cell line: MOLT-4. Synergy scores: CSS=72.1, Synergy_ZIP=15.4, Synergy_Bliss=15.3, Synergy_Loewe=-30.1, Synergy_HSA=13.1. (2) Drug 1: C1=C(C(=O)NC(=O)N1)N(CCCl)CCCl. Drug 2: C1=CC(=CC=C1CC(C(=O)O)N)N(CCCl)CCCl.Cl. Cell line: A549. Synergy scores: CSS=39.6, Synergy_ZIP=-1.80, Synergy_Bliss=4.84, Synergy_Loewe=2.49, Synergy_HSA=5.72. (3) Drug 1: CC1=CC2C(CCC3(C2CCC3(C(=O)C)OC(=O)C)C)C4(C1=CC(=O)CC4)C. Drug 2: CC(C)NC(=O)C1=CC=C(C=C1)CNNC.Cl. Cell line: SNB-19. Synergy scores: CSS=-18.1, Synergy_ZIP=4.32, Synergy_Bliss=-8.34, Synergy_Loewe=-17.4, Synergy_HSA=-16.6. (4) Drug 1: CC12CCC3C(C1CCC2O)C(CC4=C3C=CC(=C4)O)CCCCCCCCCS(=O)CCCC(C(F)(F)F)(F)F. Drug 2: C1CC(=O)NC(=O)C1N2C(=O)C3=CC=CC=C3C2=O. Cell line: HT29. Synergy scores: CSS=-1.53, Synergy_ZIP=-3.20, Synergy_Bliss=-7.36, Synergy_Loewe=-5.76, Synergy_HSA=-6.08. (5) Cell line: MCF7. Drug 2: C1=NC2=C(N1)C(=S)N=CN2. Drug 1: C1=CC(=C2C(=C1NCCNCCO)C(=O)C3=C(C=CC(=C3C2=O)O)O)NCCNCCO. Synergy scores: CSS=33.1, Synergy_ZIP=-6.25, Synergy_Bliss=-8.59, Synergy_Loewe=-6.39, Synergy_HSA=-3.28. (6) Drug 1: C1=CC(=C2C(=C1NCCNCCO)C(=O)C3=C(C=CC(=C3C2=O)O)O)NCCNCCO. Drug 2: C1C(C(OC1N2C=C(C(=O)NC2=O)F)CO)O. Cell line: A549. Synergy scores: CSS=59.5, Synergy_ZIP=-7.62, Synergy_Bliss=-7.42, Synergy_Loewe=-7.43, Synergy_HSA=1.48. (7) Drug 1: CS(=O)(=O)CCNCC1=CC=C(O1)C2=CC3=C(C=C2)N=CN=C3NC4=CC(=C(C=C4)OCC5=CC(=CC=C5)F)Cl. Drug 2: C(=O)(N)NO. Cell line: OVCAR3. Synergy scores: CSS=9.54, Synergy_ZIP=4.19, Synergy_Bliss=8.51, Synergy_Loewe=1.37, Synergy_HSA=0.367. (8) Cell line: CCRF-CEM. Drug 1: C1=CC(=CC=C1CCC2=CNC3=C2C(=O)NC(=N3)N)C(=O)NC(CCC(=O)O)C(=O)O. Drug 2: C(CCl)NC(=O)N(CCCl)N=O. Synergy scores: CSS=53.7, Synergy_ZIP=1.21, Synergy_Bliss=1.05, Synergy_Loewe=-4.52, Synergy_HSA=1.60. (9) Drug 1: C1=CC(=C2C(=C1NCCNCCO)C(=O)C3=C(C=CC(=C3C2=O)O)O)NCCNCCO. Drug 2: C1=NC2=C(N=C(N=C2N1C3C(C(C(O3)CO)O)F)Cl)N. Cell line: TK-10. Synergy scores: CSS=39.0, Synergy_ZIP=-4.30, Synergy_Bliss=-4.13, Synergy_Loewe=-3.93, Synergy_HSA=2.26. (10) Drug 1: C1=CC(=C2C(=C1NCCNCCO)C(=O)C3=C(C=CC(=C3C2=O)O)O)NCCNCCO. Drug 2: CS(=O)(=O)OCCCCOS(=O)(=O)C. Cell line: NCI-H322M. Synergy scores: CSS=20.9, Synergy_ZIP=0.380, Synergy_Bliss=2.85, Synergy_Loewe=-71.5, Synergy_HSA=-0.990.